From a dataset of Forward reaction prediction with 1.9M reactions from USPTO patents (1976-2016). Predict the product of the given reaction. (1) The product is: [C:20]([O:24][C:25]([C:26]1[C:27](=[O:28])[NH:1][C:2]2[C:3]([C:9]=1[C:11]1[CH:16]=[CH:15][CH:14]=[C:13]([CH:17]([CH3:19])[CH3:18])[CH:12]=1)=[CH:4][C:5]([Cl:8])=[CH:6][CH:7]=2)=[O:34])([CH3:23])([CH3:22])[CH3:21]. Given the reactants [NH2:1][C:2]1[CH:7]=[CH:6][C:5]([Cl:8])=[CH:4][C:3]=1[C:9]([C:11]1[CH:16]=[CH:15][CH:14]=[C:13]([CH:17]([CH3:19])[CH3:18])[CH:12]=1)=O.[C:20]([O:24][C:25](=[O:34])[CH2:26][C:27](OC(C)(C)C)=[O:28])([CH3:23])([CH3:22])[CH3:21].[OH-].[K+], predict the reaction product. (2) Given the reactants [OH:1][C:2]1[CH:3]=[C:4]([CH:7]=[C:8]([OH:10])[CH:9]=1)[CH:5]=[O:6].[CH2:11](Br)[C:12]1[CH:17]=[CH:16][CH:15]=[CH:14][CH:13]=1.C(=O)([O-])[O-].[Cs+].[Cs+], predict the reaction product. The product is: [CH2:11]([O:1][C:2]1[CH:3]=[C:4]([CH:7]=[C:8]([OH:10])[CH:9]=1)[CH:5]=[O:6])[C:12]1[CH:17]=[CH:16][CH:15]=[CH:14][CH:13]=1. (3) The product is: [Cl:12][C:13]1[C:14]2[N:15]([C:19]([CH:23]3[CH2:26][CH:25]([N:5]4[CH2:6][CH2:7][N:2]([CH3:1])[CH2:3][CH2:4]4)[CH2:24]3)=[N:20][C:21]=2[I:22])[CH:16]=[CH:17][N:18]=1. Given the reactants [CH3:1][N:2]1[CH2:7][CH2:6][NH:5][CH2:4][CH2:3]1.ClCCCl.[Cl:12][C:13]1[C:14]2[N:15]([C:19]([CH:23]3[CH2:26][C:25](=O)[CH2:24]3)=[N:20][C:21]=2[I:22])[CH:16]=[CH:17][N:18]=1.C(O[BH-](OC(=O)C)OC(=O)C)(=O)C.[Na+], predict the reaction product. (4) The product is: [I-:18].[CH2:1]([N:5]1[C:9](=[O:10])[N:8]([CH2:11][CH2:12][CH2:13][CH3:14])[C:7](=[O:15])[P+:6]1([CH3:17])[CH3:16])[CH2:2][CH2:3][CH3:4]. Given the reactants [CH2:1]([N:5]1[C:9](=[O:10])[N:8]([CH2:11][CH2:12][CH2:13][CH3:14])[C:7](=[O:15])[P:6]1[CH3:16])[CH2:2][CH2:3][CH3:4].[CH3:17][I:18], predict the reaction product.